From a dataset of Forward reaction prediction with 1.9M reactions from USPTO patents (1976-2016). Predict the product of the given reaction. (1) Given the reactants [OH-].[Li+].[CH3:3][N:4]([CH2:15][C:16]([O:18]C)=[O:17])[S:5]([C:8]1[CH:13]=[CH:12][C:11]([CH3:14])=[CH:10][CH:9]=1)(=[O:7])=[O:6], predict the reaction product. The product is: [CH3:3][N:4]([CH2:15][C:16]([OH:18])=[O:17])[S:5]([C:8]1[CH:9]=[CH:10][C:11]([CH3:14])=[CH:12][CH:13]=1)(=[O:6])=[O:7]. (2) Given the reactants [CH3:1][CH:2]1[CH:11]=[CH:10][C:9]2[C:4](=[CH:5][CH:6]=[CH:7][C:8]=2[N:12]2[CH2:17][CH2:16][N:15](C(OC(C)(C)C)=O)[CH2:14][CH2:13]2)[N:3]1[S:25]([C:28]1[CH:37]=[CH:36][C:35]2[C:30](=[CH:31][CH:32]=[CH:33][CH:34]=2)[CH:29]=1)(=[O:27])=[O:26].[C:38]([OH:44])([C:40]([F:43])([F:42])[F:41])=[O:39], predict the reaction product. The product is: [F:41][C:40]([F:43])([F:42])[C:38]([OH:44])=[O:39].[CH3:1][CH:2]1[CH2:11][CH2:10][C:9]2[C:4](=[CH:5][CH:6]=[CH:7][C:8]=2[N:12]2[CH2:13][CH2:14][NH:15][CH2:16][CH2:17]2)[N:3]1[S:25]([C:28]1[CH:37]=[CH:36][C:35]2[C:30](=[CH:31][CH:32]=[CH:33][CH:34]=2)[CH:29]=1)(=[O:27])=[O:26]. (3) Given the reactants [C:1](=O)([O-])[O-].[K+].[K+].[F:7][C:8]1[CH:32]=[C:31]([F:33])[CH:30]=[CH:29][C:9]=1[O:10][C:11]1[N:16]=[C:15]2[N:17]([CH2:21][O:22][CH2:23][CH2:24][Si:25]([CH3:28])([CH3:27])[CH3:26])[N:18]=[C:19](I)[C:14]2=[CH:13][N:12]=1.[C:34]1([CH3:40])[CH:39]=[CH:38][CH:37]=[CH:36][CH:35]=1, predict the reaction product. The product is: [F:7][C:8]1[CH:32]=[C:31]([F:33])[CH:30]=[CH:29][C:9]=1[O:10][C:11]1[N:16]=[C:15]2[N:17]([CH2:21][O:22][CH2:23][CH2:24][Si:25]([CH3:28])([CH3:27])[CH3:26])[N:18]=[C:19]([CH:1]=[CH:40][C:34]3[CH:39]=[CH:38][CH:37]=[CH:36][CH:35]=3)[C:14]2=[CH:13][N:12]=1. (4) Given the reactants C([Mg]Cl)(C)C.CON(C)[C:9](=[O:20])[C@@H:10]([NH:12][C:13](=[O:19])[O:14][C:15]([CH3:18])([CH3:17])[CH3:16])[CH3:11].[O:22]1[CH2:27][CH2:26][O:25][C:24]2[CH:28]=[C:29]([Mg]Br)[CH:30]=[CH:31][C:23]1=2.Cl, predict the reaction product. The product is: [O:22]1[CH2:27][CH2:26][O:25][C:24]2[CH:28]=[C:29]([C:9](=[O:20])[C@@H:10]([NH:12][C:13](=[O:19])[O:14][C:15]([CH3:16])([CH3:17])[CH3:18])[CH3:11])[CH:30]=[CH:31][C:23]1=2. (5) Given the reactants [CH3:1][C@@:2]1([CH2:9][S:10](Cl)(=[O:12])=[O:11])[C:6](=[O:7])[NH:5][C:4](=[O:8])[NH:3]1.Cl.[F:15][C:16]([F:35])([CH:32]([F:34])[F:33])[CH2:17][O:18][C:19]1[CH:31]=[CH:30][C:22]([O:23][CH:24]2[CH2:29][CH2:28][NH:27][CH2:26][CH2:25]2)=[CH:21][CH:20]=1, predict the reaction product. The product is: [CH3:1][C@:2]1([CH2:9][S:10]([N:27]2[CH2:28][CH2:29][CH:24]([O:23][C:22]3[CH:21]=[CH:20][C:19]([O:18][CH2:17][C:16]([F:15])([F:35])[CH:32]([F:34])[F:33])=[CH:31][CH:30]=3)[CH2:25][CH2:26]2)(=[O:12])=[O:11])[NH:3][C:4](=[O:8])[NH:5][C:6]1=[O:7].